This data is from NCI-60 drug combinations with 297,098 pairs across 59 cell lines. The task is: Regression. Given two drug SMILES strings and cell line genomic features, predict the synergy score measuring deviation from expected non-interaction effect. Drug 1: C1CCC(CC1)NC(=O)N(CCCl)N=O. Drug 2: CC1=C2C(C(=O)C3(C(CC4C(C3C(C(C2(C)C)(CC1OC(=O)C(C(C5=CC=CC=C5)NC(=O)OC(C)(C)C)O)O)OC(=O)C6=CC=CC=C6)(CO4)OC(=O)C)O)C)O. Cell line: MALME-3M. Synergy scores: CSS=39.9, Synergy_ZIP=0.275, Synergy_Bliss=4.81, Synergy_Loewe=-2.08, Synergy_HSA=6.88.